Predict the product of the given reaction. From a dataset of Forward reaction prediction with 1.9M reactions from USPTO patents (1976-2016). (1) The product is: [C:24]([C:21]1[CH:22]=[CH:23][C:18]([C:15]2[CH:16]=[CH:17][C:12]([C@:2]3([NH:1][C:35](=[O:42])[C:36]4[CH:41]=[CH:40][CH:39]=[CH:38][CH:37]=4)[C:7]4=[N:8][CH:9]=[CH:10][CH:11]=[C:6]4[O:5][CH2:4][CH2:3]3)=[CH:13][CH:14]=2)=[CH:19][CH:20]=1)#[N:25]. Given the reactants [NH2:1][C@@:2]1([C:12]2[CH:17]=[CH:16][C:15]([C:18]3[CH:23]=[CH:22][C:21]([C:24]#[N:25])=[CH:20][CH:19]=3)=[CH:14][CH:13]=2)[C:7]2=[N:8][CH:9]=[CH:10][CH:11]=[C:6]2[O:5][CH2:4][CH2:3]1.CCN(C(C)C)C(C)C.[C:35](Cl)(=[O:42])[C:36]1[CH:41]=[CH:40][CH:39]=[CH:38][CH:37]=1, predict the reaction product. (2) Given the reactants [Br:1][C:2]1[C:3]([O:10][C:11]2[CH:16]=[CH:15][N:14]=[C:13](Cl)[CH:12]=2)=[CH:4][C:5]([F:9])=[C:6]([CH:8]=1)[NH2:7].[O-]P([O-])([O-])=O.[K+].[K+].[K+].[CH3:26][N:27]1[CH:31]=[C:30](B2OC(C)(C)C(C)(C)O2)[CH:29]=[N:28]1, predict the reaction product. The product is: [Br:1][C:2]1[C:3]([O:10][C:11]2[CH:16]=[CH:15][N:14]=[C:13]([C:30]3[CH:29]=[N:28][N:27]([CH3:26])[CH:31]=3)[CH:12]=2)=[CH:4][C:5]([F:9])=[C:6]([CH:8]=1)[NH2:7]. (3) Given the reactants C([Sn](CCCC)(CCCC)[C:6]1[S:7][CH:8]=[CH:9][CH:10]=1)CCC.[CH2:19]([O:21][C:22]([C:24]1[N:25]([CH2:44][C:45]2[CH:50]=[CH:49][CH:48]=[C:47]([O:51][C:52]3[CH:57]=[CH:56][CH:55]=[CH:54][CH:53]=3)[CH:46]=2)[C:26]2[C:31]([C:32]=1I)=[CH:30][CH:29]=[C:28]([C:34]1[CH:39]=[CH:38][C:37]([C:40]([CH3:43])([CH3:42])[CH3:41])=[CH:36][CH:35]=1)[CH:27]=2)=[O:23])[CH3:20], predict the reaction product. The product is: [CH2:19]([O:21][C:22]([C:24]1[N:25]([CH2:44][C:45]2[CH:50]=[CH:49][CH:48]=[C:47]([O:51][C:52]3[CH:53]=[CH:54][CH:55]=[CH:56][CH:57]=3)[CH:46]=2)[C:26]2[C:31]([C:32]=1[C:6]1[S:7][CH:8]=[CH:9][CH:10]=1)=[CH:30][CH:29]=[C:28]([C:34]1[CH:35]=[CH:36][C:37]([C:40]([CH3:43])([CH3:42])[CH3:41])=[CH:38][CH:39]=1)[CH:27]=2)=[O:23])[CH3:20]. (4) Given the reactants [CH3:1][O:2][CH2:3][CH2:4][C:5]1[N:6]([CH2:28][CH2:29][CH2:30][N:31]2[CH2:35][CH2:34][CH2:33][C:32]2=[O:36])[C:7]2[C:16]3[CH:15]=[C:14]([CH2:17][CH2:18][C:19]([N:21]4[CH2:26][CH2:25][O:24][CH2:23][CH2:22]4)=[O:20])[CH:13]=[CH:12][C:11]=3[N:10]=[CH:9][C:8]=2[N:27]=1.ClC1C=C(C=CC=1)C(OO)=O.[OH-].[NH4+:49].C1(C)C=CC(S(Cl)(=O)=O)=CC=1, predict the reaction product. The product is: [NH2:49][C:9]1[C:8]2[N:27]=[C:5]([CH2:4][CH2:3][O:2][CH3:1])[N:6]([CH2:28][CH2:29][CH2:30][N:31]3[CH2:35][CH2:34][CH2:33][C:32]3=[O:36])[C:7]=2[C:16]2[CH:15]=[C:14]([CH2:17][CH2:18][C:19]([N:21]3[CH2:22][CH2:23][O:24][CH2:25][CH2:26]3)=[O:20])[CH:13]=[CH:12][C:11]=2[N:10]=1. (5) Given the reactants [CH3:1][O:2][C:3]1[CH:8]=[CH:7][C:6]([CH2:9][CH2:10][NH:11][C:12]([CH:14]2[CH2:19][CH2:18][CH2:17][CH2:16][CH2:15]2)=O)=[CH:5][CH:4]=1.O=P12OP3(OP(OP(O3)(O1)=O)(=O)O2)=O.P(Cl)(Cl)(Cl)=O, predict the reaction product. The product is: [CH:14]1([C:12]2[C:7]3[C:6](=[CH:5][CH:4]=[C:3]([O:2][CH3:1])[CH:8]=3)[CH2:9][CH2:10][N:11]=2)[CH2:19][CH2:18][CH2:17][CH2:16][CH2:15]1. (6) The product is: [O:1]=[C:2]1[CH2:7][CH2:6][N:5]([C:23]([O:22][C:19]([CH3:21])([CH3:20])[CH3:18])=[O:24])[CH2:4][CH:3]1[C:8]([O:10][CH2:11][CH3:12])=[O:9]. Given the reactants [O:1]=[C:2]1[CH2:7][CH2:6][NH:5][CH2:4][CH:3]1[C:8]([O:10][CH2:11][CH3:12])=[O:9].C([O-])(O)=O.[Na+].[CH3:18][C:19]([O:22][C:23](O[C:23]([O:22][C:19]([CH3:21])([CH3:20])[CH3:18])=[O:24])=[O:24])([CH3:21])[CH3:20], predict the reaction product. (7) Given the reactants [F:1][C:2]1[CH:3]=[C:4]([C:14]([NH:16][C@@H:17]2[CH2:22][CH2:21][C@H:20]([NH:23][C:24](=[O:30])[O:25][C:26]([CH3:29])([CH3:28])[CH3:27])[CH2:19][CH2:18]2)=[O:15])[C:5]([NH:8][CH:9]2[CH2:13][CH2:12][S:11][CH2:10]2)=[N:6][CH:7]=1.[C:31](N1C=CN=C1)(N1C=CN=C1)=[O:32].[H-].[Na+].C(OCC)(=O)C, predict the reaction product. The product is: [F:1][C:2]1[CH:7]=[N:6][C:5]2[N:8]([CH:9]3[CH2:13][CH2:12][S:11][CH2:10]3)[C:31](=[O:32])[N:16]([C@@H:17]3[CH2:22][CH2:21][C@H:20]([NH:23][C:24](=[O:30])[O:25][C:26]([CH3:27])([CH3:29])[CH3:28])[CH2:19][CH2:18]3)[C:14](=[O:15])[C:4]=2[CH:3]=1. (8) Given the reactants [Cl:1][C:2]1[CH:3]=[N+:4]([O-:33])[CH:5]=[C:6]([Cl:32])[C:7]=1[CH2:8][C@H:9]([O:20][C:21](=[O:31])[C:22]1[CH:27]=[CH:26][CH:25]=[C:24]([N+:28]([O-])=O)[CH:23]=1)[C:10]1[CH:15]=[CH:14][C:13]([O:16][CH3:17])=[C:12]([O:18][CH3:19])[CH:11]=1.O.O.[Sn](Cl)(Cl)(Cl)Cl, predict the reaction product. The product is: [NH2:28][C:24]1[CH:23]=[C:22]([CH:27]=[CH:26][CH:25]=1)[C:21]([O:20][C@H:9]([C:10]1[CH:15]=[CH:14][C:13]([O:16][CH3:17])=[C:12]([O:18][CH3:19])[CH:11]=1)[CH2:8][C:7]1[C:2]([Cl:1])=[CH:3][N+:4]([O-:33])=[CH:5][C:6]=1[Cl:32])=[O:31]. (9) Given the reactants [OH:1][C:2]1[CH:3]=[C:4]([CH2:8][CH2:9][NH:10][C:11](=[O:18])[CH2:12][CH2:13][CH2:14][CH2:15][CH2:16][CH3:17])[CH:5]=[CH:6][CH:7]=1.[Si:19](Cl)([C:22]([CH3:25])([CH3:24])[CH3:23])([CH3:21])[CH3:20].N1C=CN=C1, predict the reaction product. The product is: [C:22]([Si:19]([CH3:21])([CH3:20])[O:1][C:2]1[CH:3]=[C:4]([CH2:8][CH2:9][NH:10][C:11](=[O:18])[CH2:12][CH2:13][CH2:14][CH2:15][CH2:16][CH3:17])[CH:5]=[CH:6][CH:7]=1)([CH3:25])([CH3:24])[CH3:23].